From a dataset of Forward reaction prediction with 1.9M reactions from USPTO patents (1976-2016). Predict the product of the given reaction. (1) Given the reactants [F:1][C:2]1[C:10]([CH3:11])=[CH:9][C:5]([C:6]([OH:8])=O)=[CH:4][N:3]=1.C(Cl)Cl.N1C=CC=CC=1.O[NH:22][C:23](=[NH:32])[C:24]1[CH:29]=[CH:28][C:27]([O:30][CH3:31])=[CH:26][CH:25]=1, predict the reaction product. The product is: [F:1][C:2]1[C:10]([CH3:11])=[CH:9][C:5]([C:6]2[O:8][N:32]=[C:23]([C:24]3[CH:29]=[CH:28][C:27]([O:30][CH3:31])=[CH:26][CH:25]=3)[N:22]=2)=[CH:4][N:3]=1. (2) Given the reactants C(=O)([O-])[O-].[Ca+2].[NH2:6][C:7]1[CH:12]=[C:11]([C:13]([F:16])([F:15])[F:14])[C:10]([C:17]2[CH:22]=[CH:21][C:20]([C@@H:23]([NH:25][S:26]([CH3:29])(=[O:28])=[O:27])[CH3:24])=[CH:19][CH:18]=2)=[C:9]([Cl:30])[CH:8]=1.ClCCl.O.[C:35](Cl)(Cl)=[S:36].Cl, predict the reaction product. The product is: [Cl:30][C:9]1[CH:8]=[C:7]([N:6]=[C:35]=[S:36])[CH:12]=[C:11]([C:13]([F:16])([F:14])[F:15])[C:10]=1[C:17]1[CH:22]=[CH:21][C:20]([C@@H:23]([NH:25][S:26]([CH3:29])(=[O:28])=[O:27])[CH3:24])=[CH:19][CH:18]=1.